This data is from M1 muscarinic receptor agonist screen with 61,833 compounds. The task is: Binary Classification. Given a drug SMILES string, predict its activity (active/inactive) in a high-throughput screening assay against a specified biological target. The compound is s1c(N2C(c3c(oc4c(c3=O)cccc4)C2=O)c2oc(cc2)C)nc(c1C(=O)C)C. The result is 0 (inactive).